From a dataset of Catalyst prediction with 721,799 reactions and 888 catalyst types from USPTO. Predict which catalyst facilitates the given reaction. Reactant: [CH3:1][O:2][C:3](=[O:17])[C:4]1[CH:9]=[C:8]([NH:10][CH3:11])[C:7]([C:12]([F:15])([F:14])[F:13])=[CH:6][C:5]=1[NH2:16].[C:18](Cl)(=[O:20])[CH3:19]. Product: [CH3:1][O:2][C:3](=[O:17])[C:4]1[CH:9]=[C:8]([N:10]([C:18](=[O:20])[CH3:19])[CH3:11])[C:7]([C:12]([F:14])([F:13])[F:15])=[CH:6][C:5]=1[NH2:16]. The catalyst class is: 12.